From a dataset of Forward reaction prediction with 1.9M reactions from USPTO patents (1976-2016). Predict the product of the given reaction. (1) Given the reactants [CH2:1]([NH:8][C:9]1[N:14]=[C:13]([NH:15][C:16]([C:18]2[CH:22]=[C:21]([C:23]3[CH:28]=[CH:27][C:26]([F:29])=[CH:25][CH:24]=3)[N:20](C3CCCCO3)[N:19]=2)=O)[CH:12]=[CH:11][CH:10]=1)[C:2]1[CH:7]=[CH:6][CH:5]=[CH:4][CH:3]=1.CO.Cl.CO.Cl, predict the reaction product. The product is: [CH2:1]([NH:8][C:9]1[CH:10]=[CH:11][CH:12]=[C:13]([NH:15][CH2:16][C:18]2[CH:22]=[C:21]([C:23]3[CH:24]=[CH:25][C:26]([F:29])=[CH:27][CH:28]=3)[NH:20][N:19]=2)[N:14]=1)[C:2]1[CH:7]=[CH:6][CH:5]=[CH:4][CH:3]=1. (2) Given the reactants [CH3:1][S:2]([C:5]1[CH:6]=[C:7]2[C:12](=[CH:13][CH:14]=1)[N:11]=[CH:10][CH:9]=[C:8]2[NH:15][C:16]1[CH:21]=[CH:20][C:19]([OH:22])=[C:18]([N+:23]([O-])=O)[CH:17]=1)(=[O:4])=[O:3].Cl[C:27]1C2C(=CC=CC=2)N=CC=1.NC1C=CC(O)=C([N+]([O-])=O)C=1.C(O)C, predict the reaction product. The product is: [O:22]1[C:19]2[CH:20]=[CH:21][C:16]([NH:15][C:8]3[C:7]4[C:12](=[CH:13][CH:14]=[C:5]([S:2]([CH3:1])(=[O:4])=[O:3])[CH:6]=4)[N:11]=[CH:10][CH:9]=3)=[CH:17][C:18]=2[N:23]=[CH:27]1.